Predict which catalyst facilitates the given reaction. From a dataset of Catalyst prediction with 721,799 reactions and 888 catalyst types from USPTO. (1) Reactant: [OH:1][CH2:2][CH2:3][N:4]1[CH2:19][CH:7]2[CH2:8][N:9](C(OC(C)(C)C)=O)[CH2:10][CH2:11][N:6]2[C:5]1=[O:20].C(O)(C(F)(F)F)=O. Product: [OH:1][CH2:2][CH2:3][N:4]1[CH2:19][CH:7]2[CH2:8][NH:9][CH2:10][CH2:11][N:6]2[C:5]1=[O:20]. The catalyst class is: 2. (2) Reactant: Br[C:2]1[CH:7]=[CH:6][C:5]([Br:8])=[CH:4][N:3]=1.C([Li])CCC.[O:14]1[CH2:19][CH2:18][C:17](=[O:20])[CH2:16][CH2:15]1. Product: [Br:8][C:5]1[CH:6]=[CH:7][C:2]([C:17]2([OH:20])[CH2:18][CH2:19][O:14][CH2:15][CH2:16]2)=[N:3][CH:4]=1. The catalyst class is: 11.